From a dataset of Kir2.1 potassium channel HTS with 301,493 compounds. Binary Classification. Given a drug SMILES string, predict its activity (active/inactive) in a high-throughput screening assay against a specified biological target. (1) The compound is O1C(CC(CC(C)C)C1=O)\C(=N\NC(=O)N)C. The result is 0 (inactive). (2) The result is 0 (inactive). The compound is O=C(NC1CCCCC1)Nc1c2c(ccc1)cccc2. (3) The compound is Clc1ccc(c2nc(sc2S(=O)(=O)c2ccccc2)N)cc1. The result is 0 (inactive). (4) The molecule is o1c2c(c3CCCc3c1=O)ccc(OC(C(=O)NC(Cc1ccccc1)C(O)=O)C)c2. The result is 0 (inactive). (5) The compound is S(=O)(=O)(N1CCN(CC1)C(=O)c1sccc1c1ccccc1)c1c(F)cccc1. The result is 0 (inactive). (6) The drug is S(c1n(\c([nH]n1)=C1\c2c(N=C1)cccc2)C)CCCC. The result is 0 (inactive).